This data is from Full USPTO retrosynthesis dataset with 1.9M reactions from patents (1976-2016). The task is: Predict the reactants needed to synthesize the given product. (1) Given the product [CH2:1]([N:8]1[CH:13]([CH2:14][O:15][Si:16]([C:19]([CH3:20])([CH3:21])[CH3:22])([CH3:18])[CH3:17])[CH2:12][O:11][C:10]([CH2:24][CH2:25][O:26][CH2:30][C:31]2[CH:36]=[CH:35][CH:34]=[CH:33][CH:32]=2)([CH3:23])[C:9]1=[O:27])[C:2]1[CH:3]=[CH:4][CH:5]=[CH:6][CH:7]=1, predict the reactants needed to synthesize it. The reactants are: [CH2:1]([N:8]1[CH:13]([CH2:14][O:15][Si:16]([C:19]([CH3:22])([CH3:21])[CH3:20])([CH3:18])[CH3:17])[CH2:12][O:11][C:10]([CH2:24][CH2:25][OH:26])([CH3:23])[C:9]1=[O:27])[C:2]1[CH:7]=[CH:6][CH:5]=[CH:4][CH:3]=1.[H-].[Na+].[CH2:30](Br)[C:31]1[CH:36]=[CH:35][CH:34]=[CH:33][CH:32]=1. (2) Given the product [N+:11]([C:5]1[S:1][C:2]2[CH2:9][CH2:8][CH2:7][C:6](=[O:10])[C:3]=2[CH:4]=1)([O-:13])=[O:12], predict the reactants needed to synthesize it. The reactants are: [S:1]1[CH:5]=[CH:4][C:3]2[C:6](=[O:10])[CH2:7][CH2:8][CH2:9][C:2]1=2.[N+:11]([O-])([OH:13])=[O:12]. (3) Given the product [CH3:9][C:6]1[N:7]=[CH:8][C:3]([C:1](=[O:11])[CH3:2])=[CH:4][CH:5]=1, predict the reactants needed to synthesize it. The reactants are: [CH2:1]([C:3]1[CH:4]=[CH:5][C:6]([CH3:9])=[N:7][CH:8]=1)[CH3:2].S(=O)(=O)(O)[OH:11].C(OC(=O)C)(=O)C.C([O-])([O-])=O.[Na+].[Na+].[Cr](O)(O)(=O)=O.